From a dataset of Catalyst prediction with 721,799 reactions and 888 catalyst types from USPTO. Predict which catalyst facilitates the given reaction. (1) Reactant: [NH2:1][CH2:2][CH2:3][C:4]1[C:12]2[C:7](=[CH:8][CH:9]=[CH:10][CH:11]=2)[NH:6][CH:5]=1.[CH3:13][N:14]([CH3:28])[C:15]1([C:22]2[CH:27]=[CH:26][CH:25]=[CH:24][CH:23]=2)[CH2:20][CH2:19][C:18](=O)[CH2:17][CH2:16]1.C(O)(=O)C.O. Product: [NH:6]1[C:7]2[C:12](=[CH:11][CH:10]=[CH:9][CH:8]=2)[C:4]([CH2:3][CH2:2][NH:1][CH:18]2[CH2:17][CH2:16][C:15]([C:22]3[CH:23]=[CH:24][CH:25]=[CH:26][CH:27]=3)([N:14]([CH3:28])[CH3:13])[CH2:20][CH2:19]2)=[CH:5]1. The catalyst class is: 26. (2) Reactant: [CH2:1]([O:8][C:9]1[C:17]2[N:16]=[C:15]([C:18]([F:21])([F:20])[F:19])[N:14]([CH3:22])[C:13]=2[CH:12]=[C:11](Br)[CH:10]=1)[C:2]1[CH:7]=[CH:6][CH:5]=[CH:4][CH:3]=1.C1(P(C2C=CC=CC=2)C2C=CC=CC=2)C=CC=CC=1.[CH3:43][NH:44][CH3:45].[C:46](=[O:48])=O. Product: [CH3:43][N:44]([CH3:45])[C:46]([C:11]1[CH:10]=[C:9]([O:8][CH2:1][C:2]2[CH:7]=[CH:6][CH:5]=[CH:4][CH:3]=2)[C:17]2[N:16]=[C:15]([C:18]([F:21])([F:20])[F:19])[N:14]([CH3:22])[C:13]=2[CH:12]=1)=[O:48]. The catalyst class is: 167.